From a dataset of Reaction yield outcomes from USPTO patents with 853,638 reactions. Predict the reaction yield, written as a fraction of the theoretical maximum amount of product (1.0 means a 100% yield; for example, 0.34 means a 34% yield). (1) The yield is 0.800. The reactants are [Cl:1][C:2]1[CH:7]=[CH:6][C:5]([C:8]2[N:12]([C:13]3[CH:18]=[CH:17][C:16]([S:19]([NH2:22])(=[O:21])=[O:20])=[CH:15][CH:14]=3)[N:11]=[C:10]([CH2:23]O)[CH:9]=2)=[CH:4][CH:3]=1.C1(C)C=CC(S([Cl:34])(=O)=O)=CC=1.[Cl-].[Li+].C(N(CC)CC)C. The product is [Cl:1][C:2]1[CH:7]=[CH:6][C:5]([C:8]2[N:12]([C:13]3[CH:18]=[CH:17][C:16]([S:19]([NH2:22])(=[O:21])=[O:20])=[CH:15][CH:14]=3)[N:11]=[C:10]([CH2:23][Cl:34])[CH:9]=2)=[CH:4][CH:3]=1. The catalyst is O1CCCC1.C(OCC)(=O)C. (2) The reactants are C(N(CC)CC)C.[C:8]([O:12][C:13](=[O:23])[C:14]1[CH:19]=[CH:18][CH:17]=[CH:16][C:15]=1[CH2:20]CBr)([CH3:11])([CH3:10])[CH3:9].[CH3:24][C:25]1[C:34]([CH3:35])=[CH:33][C:28]2[N:29]=[C:30]([SH:32])[NH:31][C:27]=2[CH:26]=1.O. The catalyst is CN(C)C=O. The product is [C:8]([O:12][C:13](=[O:23])[C:14]1[CH:19]=[CH:18][CH:17]=[CH:16][C:15]=1[CH2:20][S:32][C:30]1[NH:31][C:27]2[CH:26]=[C:25]([CH3:24])[C:34]([CH3:35])=[CH:33][C:28]=2[N:29]=1)([CH3:9])([CH3:10])[CH3:11]. The yield is 0.590.